From a dataset of Forward reaction prediction with 1.9M reactions from USPTO patents (1976-2016). Predict the product of the given reaction. Given the reactants [CH2:1]([CH:3]([CH2:36][CH3:37])[C@H:4]([NH:26][C:27]([C@H:29]1[CH2:34][CH2:33][CH2:32][CH2:31][N:30]1[CH3:35])=[O:28])[C:5]([N:7]([C@@H:11]([CH:23]([CH3:25])[CH3:24])[CH2:12][C@H:13]([C:15]1[S:16][CH:17]=[C:18]([C:20]([OH:22])=[O:21])[N:19]=1)[OH:14])[CH2:8][CH2:9][CH3:10])=[O:6])[CH3:2].[C:38](OC(=O)C)(=[O:40])[CH3:39].O.C1COCC1, predict the reaction product. The product is: [C:38]([O:14][C@@H:13]([C:15]1[S:16][CH:17]=[C:18]([C:20]([OH:22])=[O:21])[N:19]=1)[CH2:12][C@@H:11]([N:7]([CH2:8][CH2:9][CH3:10])[C:5](=[O:6])[C@@H:4]([NH:26][C:27]([C@H:29]1[CH2:34][CH2:33][CH2:32][CH2:31][N:30]1[CH3:35])=[O:28])[CH:3]([CH2:1][CH3:2])[CH2:36][CH3:37])[CH:23]([CH3:24])[CH3:25])(=[O:40])[CH3:39].